This data is from Forward reaction prediction with 1.9M reactions from USPTO patents (1976-2016). The task is: Predict the product of the given reaction. (1) Given the reactants [C:1]1([CH:8]=[CH:7][CH:6]=[C:4]([OH:5])[CH:3]=1)O.C(OC[CH2:13][CH2:14][NH2:15])=C.C=O.C1(C)C=CC=CC=1, predict the reaction product. The product is: [O:5]1[C:4]2[CH:3]=[CH:1][CH:8]=[CH:7][C:6]=2[CH:13]=[CH:14][NH:15]1. (2) The product is: [CH2:6]([C:9]1([CH:13]([OH:14])[CH2:3][C:2]#[CH:1])[CH2:12][CH2:11][CH2:10]1)[CH2:7][CH3:8]. Given the reactants [CH2:1](Br)[C:2]#[CH:3].[Mg].[CH2:6]([C:9]1([CH:13]=[O:14])[CH2:12][CH2:11][CH2:10]1)[CH2:7][CH3:8], predict the reaction product. (3) Given the reactants [CH:1]1[CH:6]=[CH:5][C:4]([C:7]([Cl:21])([C:14]2[C:19]([Cl:20])=[CH:18][CH:17]=[CH:16][CH:15]=2)[C:8]2[CH:13]=[CH:12][CH:11]=[CH:10][CH:9]=2)=[CH:3][CH:2]=1.CO.C(N(C(C)C)CC)(C)C.[CH:33]1[C:45]2[CH:44]([CH2:46][O:47][C:48]([NH:50][C@H:51]([C:67](=[O:74])[N:68]3[CH2:73][CH2:72][CH2:71][CH2:70][CH2:69]3)[CH2:52][C:53]3[CH:58]=[CH:57][C:56]([CH2:59][CH2:60][CH2:61][CH2:62][CH2:63][C:64]([OH:66])=[O:65])=[CH:55][CH:54]=3)=[O:49])[C:43]3[C:38](=[CH:39][CH:40]=[CH:41][CH:42]=3)[C:37]=2[CH:36]=[CH:35][CH:34]=1, predict the reaction product. The product is: [CH:42]1[C:43]2[CH:44]([CH2:46][O:47][C:48]([NH:50][C@H:51]([C:67](=[O:74])[N:68]3[CH2:69][CH2:70][CH2:71][CH2:72][CH2:73]3)[CH2:52][C:53]3[CH:54]=[CH:55][C:56]([CH2:59][CH2:60][CH2:61][CH2:62][CH2:63][C:64]([OH:66])=[O:65])=[CH:57][CH:58]=3)=[O:49])[C:45]3[C:37](=[CH:36][CH:35]=[CH:34][CH:33]=3)[C:38]=2[CH:39]=[CH:40][CH:41]=1.[CH:11]1[CH:10]=[CH:9][C:8]([C:7]([Cl:21])([C:14]2[C:19]([Cl:20])=[CH:18][CH:17]=[CH:16][CH:15]=2)[C:4]2[CH:5]=[CH:6][CH:1]=[CH:2][CH:3]=2)=[CH:13][CH:12]=1. (4) Given the reactants Cl.[NH2:2][C:3]1[C:4]([C:13]([NH:15][C@:16]([CH:22]2[CH2:27][CH2:26][CH2:25][CH2:24][CH2:23]2)([C:18]([O:20][CH3:21])=[O:19])[CH3:17])=[O:14])=[CH:5][C:6]2[C:11]([CH:12]=1)=[CH:10][CH:9]=[CH:8][CH:7]=2.[Cl:28][C:29]1[CH:34]=[C:33]([Cl:35])[CH:32]=[C:31]([Cl:36])[C:30]=1[N:37]=[C:38]=[O:39].CCCCCC.C(OCC)(=O)C, predict the reaction product. The product is: [CH:22]1([C@@:16]([C:18]([O:20][CH3:21])=[O:19])([CH3:17])[NH:15][C:13]([C:4]2[C:3]([NH:2][C:38]([NH:37][C:30]3[C:31]([Cl:36])=[CH:32][C:33]([Cl:35])=[CH:34][C:29]=3[Cl:28])=[O:39])=[CH:12][C:11]3[C:6](=[CH:7][CH:8]=[CH:9][CH:10]=3)[CH:5]=2)=[O:14])[CH2:23][CH2:24][CH2:25][CH2:26][CH2:27]1. (5) Given the reactants [CH3:1][O:2][C:3]1[C@:4]([C:18]([N:20]2[CH2:24][CH2:23][CH2:22][C@@H:21]2[CH2:25][OH:26])=[O:19])([CH2:13][CH2:14][CH:15]([CH3:17])[CH3:16])[C:5]2[C:10]([CH2:11][CH:12]=1)=[CH:9][CH:8]=[CH:7][CH:6]=2.[C:27](OC(=O)C)(=[O:29])[CH3:28], predict the reaction product. The product is: [C:27]([O:26][CH2:25][C@H:21]1[CH2:22][CH2:23][CH2:24][N:20]1[C:18]([C@@:4]1([CH2:13][CH2:14][CH:15]([CH3:17])[CH3:16])[C:5]2[C:10](=[CH:9][CH:8]=[CH:7][CH:6]=2)[CH2:11][CH:12]=[C:3]1[O:2][CH3:1])=[O:19])(=[O:29])[CH3:28].